Predict the product of the given reaction. From a dataset of Forward reaction prediction with 1.9M reactions from USPTO patents (1976-2016). (1) Given the reactants [Cl:1][C:2]1[N:7]=[CH:6][C:5]([CH2:8][NH:9][CH2:10][C:11]([O:13][CH2:14][CH3:15])=[O:12])=[CH:4][CH:3]=1.[CH2:16]1[C:21](=[O:22])[O:20][CH2:19][C:17]1=O.C1(C)C=CC(S(O)(=O)=O)=CC=1, predict the reaction product. The product is: [Cl:1][C:2]1[N:7]=[CH:6][C:5]([CH2:8][N:9]([C:17]2[CH2:19][O:20][C:21](=[O:22])[CH:16]=2)[CH2:10][C:11]([O:13][CH2:14][CH3:15])=[O:12])=[CH:4][CH:3]=1. (2) Given the reactants Br[C:2]1[CH:7]=[CH:6][C:5]([C:8]2[O:12][N:11]=[C:10]([CH2:13][CH3:14])[C:9]=2[NH:15][C:16]2[O:17][C:18]([C:21]3[CH:26]=[CH:25][CH:24]=[CH:23][CH:22]=3)=[N:19][N:20]=2)=[CH:4][CH:3]=1.[CH2:27]([O:29][C:30]([C:32]1([C:35]2[CH:40]=[CH:39][C:38](B3OC(C)(C)C(C)(C)O3)=[CH:37][CH:36]=2)[CH2:34][CH2:33]1)=[O:31])[CH3:28], predict the reaction product. The product is: [CH2:27]([O:29][C:30]([C:32]1([C:35]2[CH:40]=[CH:39][C:38]([C:2]3[CH:7]=[CH:6][C:5]([C:8]4[O:12][N:11]=[C:10]([CH2:13][CH3:14])[C:9]=4[NH:15][C:16]4[O:17][C:18]([C:21]5[CH:26]=[CH:25][CH:24]=[CH:23][CH:22]=5)=[N:19][N:20]=4)=[CH:4][CH:3]=3)=[CH:37][CH:36]=2)[CH2:33][CH2:34]1)=[O:31])[CH3:28]. (3) The product is: [CH3:7][C:6]1[O:14][C:12]([C:11]2[CH:6]=[CH:7][CH:8]=[CH:9][CH:10]=2)=[CH:10][C:11]=1[CH:12]=[O:14]. Given the reactants CC(OI1(OC(C)=O)(OC(C)=O)[O:14][C:12](=O)[C:11]2[CH:10]=[CH:9][CH:8]=[CH:7][C:6]1=2)=O, predict the reaction product. (4) Given the reactants [CH3:1][C:2]1[N:3]=[CH:4][S:5][CH:6]=1.[Br:7][CH2:8][C:9]([OH:11])=[O:10], predict the reaction product. The product is: [Br-:7].[C:9]([CH2:8][N+:3]1[C:2]([CH3:1])=[CH:6][S:5][CH:4]=1)([OH:11])=[O:10]. (5) Given the reactants C([O:3][C:4](=[O:34])[C:5]1[CH:10]=[C:9]([N:11]2[C:15]([CH3:16])=[CH:14][CH:13]=[C:12]2[C:17]2[CH:22]=[C:21]([Br:23])[CH:20]=[CH:19][C:18]=2[O:24][CH2:25][C:26]2[CH:31]=[CH:30][C:29]([O:32][CH3:33])=[CH:28][CH:27]=2)[CH:8]=[N:7][CH:6]=1)C.C(O)C, predict the reaction product. The product is: [Br:23][C:21]1[CH:20]=[CH:19][C:18]([O:24][CH2:25][C:26]2[CH:27]=[CH:28][C:29]([O:32][CH3:33])=[CH:30][CH:31]=2)=[C:17]([C:12]2[N:11]([C:9]3[CH:8]=[N:7][CH:6]=[C:5]([CH:10]=3)[C:4]([OH:34])=[O:3])[C:15]([CH3:16])=[CH:14][CH:13]=2)[CH:22]=1. (6) Given the reactants I[C:2]1[CH:3]=[C:4]([CH:12]=[CH:13][CH:14]=1)[C:5]([O:7][C:8]([CH3:11])([CH3:10])[CH3:9])=[O:6].[I-].[CH3:16][O:17][C:18]([CH2:20][CH2:21][CH2:22][Zn+])=[O:19], predict the reaction product. The product is: [C:8]([O:7][C:5]([C:4]1[CH:3]=[C:2]([CH2:22][CH2:21][CH2:20][C:18]([O:17][CH3:16])=[O:19])[CH:14]=[CH:13][CH:12]=1)=[O:6])([CH3:11])([CH3:10])[CH3:9]. (7) Given the reactants [Cl:1][C:2]1[CH:3]=[C:4]([S:9](Cl)(=[O:11])=[O:10])[CH:5]=[C:6]([Cl:8])[CH:7]=1.[NH2:13][C:14]1[CH:15]=[C:16]2[C:21](=[CH:22][CH:23]=1)[C:20]([C:24]([OH:26])=[O:25])=[CH:19][CH:18]=[CH:17]2, predict the reaction product. The product is: [Cl:1][C:2]1[CH:3]=[C:4]([S:9]([NH:13][C:14]2[CH:15]=[C:16]3[C:21](=[CH:22][CH:23]=2)[C:20]([C:24]([OH:26])=[O:25])=[CH:19][CH:18]=[CH:17]3)(=[O:11])=[O:10])[CH:5]=[C:6]([Cl:8])[CH:7]=1. (8) Given the reactants [NH2:1][C@H:2]([C:7]([OH:9])=[O:8])[CH2:3][CH2:4][S:5][CH3:6].[S:10]1[C:14]2[CH:15]=[CH:16][CH:17]=[CH:18][C:13]=2[CH:12]=[C:11]1[C:19]1[O:23][C:22](=[O:24])[C:21]2([CH2:29][CH2:28][CH2:27][CH2:26][CH2:25]2)[N:20]=1, predict the reaction product. The product is: [S:10]1[C:14]2[CH:15]=[CH:16][CH:17]=[CH:18][C:13]=2[CH:12]=[C:11]1[C:19]([NH:20][C:21]1([C:22]([NH:1][C@H:2]([C:7]([OH:9])=[O:8])[CH2:3][CH2:4][S:5][CH3:6])=[O:24])[CH2:29][CH2:28][CH2:27][CH2:26][CH2:25]1)=[O:23]. (9) Given the reactants [CH:1]1[C:6]([OH:7])=[CH:5][CH:4]=[CH:3][C:2]=1[CH3:8].[CH:9]1[C:22]2[C:13](=[CH:14][C:15]3[C:20]([C:21]=2[CH2:23][OH:24])=[CH:19][CH:18]=[CH:17][CH:16]=3)[CH:12]=[CH:11][CH:10]=1.C(C1C=CC=CC=1C=C)=C.COC1CCCC1.COCCOCCO.OS(C(F)(F)F)(=O)=O, predict the reaction product. The product is: [CH:1]1[C:6]([OH:7])=[CH:5][CH:4]=[CH:3][C:2]=1[CH3:8].[CH:12]([C:13]1[CH:14]=[CH:15][CH:20]=[CH:21][C:22]=1[CH:9]=[CH2:10])=[CH2:11].[CH:19]1[C:20]2[C:15](=[CH:14][C:13]3[C:22]([C:21]=2[CH2:23][OH:24])=[CH:9][CH:10]=[CH:11][CH:12]=3)[CH:16]=[CH:17][CH:18]=1. (10) Given the reactants O.C1(C)C=CC(S(O)(=O)=O)=CC=1.[Cl:13][C:14]1[CH:20]=[C:19]([Cl:21])[CH:18]=[C:17]([Cl:22])[C:15]=1N.N([O-])=O.[Na+].[I-:27].[K+].C(=O)([O-])O.[Na+].S([O-])([O-])(=O)=S.[Na+].[Na+], predict the reaction product. The product is: [Cl:13][C:14]1[CH:20]=[C:19]([Cl:21])[CH:18]=[C:17]([Cl:22])[C:15]=1[I:27].